Dataset: Catalyst prediction with 721,799 reactions and 888 catalyst types from USPTO. Task: Predict which catalyst facilitates the given reaction. (1) Reactant: C([O:5][C:6](=[O:54])[CH2:7][CH2:8][CH2:9][CH2:10][CH2:11][CH2:12][N:13]1[C:22]2[C:17]([C:18](=[O:24])[NH:19][C:20](=[O:23])[N:21]=2)=[N:16][C:15]2[CH:25]=[C:26]([CH3:53])[C:27]([N:29]3[CH2:34][CH2:33][N:32]([C:35]4[CH:44]=[C:43]5[C:38]([C:39](=[O:51])[C:40]([C:48]([OH:50])=[O:49])=[CH:41][N:42]5[CH:45]5[CH2:47][CH2:46]5)=[CH:37][C:36]=4[F:52])[CH2:31][CH2:30]3)=[CH:28][C:14]1=2)(C)(C)C. Product: [C:6]([CH2:7][CH2:8][CH2:9][CH2:10][CH2:11][CH2:12][N:13]1[C:22]2[C:17]([C:18](=[O:24])[NH:19][C:20](=[O:23])[N:21]=2)=[N:16][C:15]2[CH:25]=[C:26]([CH3:53])[C:27]([N:29]3[CH2:30][CH2:31][N:32]([C:35]4[CH:44]=[C:43]5[C:38]([C:39](=[O:51])[C:40]([C:48]([OH:50])=[O:49])=[CH:41][N:42]5[CH:45]5[CH2:46][CH2:47]5)=[CH:37][C:36]=4[F:52])[CH2:33][CH2:34]3)=[CH:28][C:14]1=2)([OH:54])=[O:5]. The catalyst class is: 137. (2) Reactant: [OH:1][CH2:2][C@H:3]1[CH2:5][C@H:4]1[C:6]#[N:7].[N:8]1[C:15]([Cl:16])=[N:14][C:12](Cl)=[N:11][C:9]=1[Cl:10].CCN(C(C)C)C(C)C. Product: [Cl:10][C:9]1[N:8]=[C:15]([Cl:16])[N:14]=[C:12]([O:1][CH2:2][C@H:3]2[CH2:5][C@H:4]2[C:6]#[N:7])[N:11]=1. The catalyst class is: 1. (3) Reactant: [CH2:1]([NH:8][C:9]1[CH:14]=[C:13](Br)[CH:12]=[CH:11][C:10]=1[N+:16]([O-:18])=[O:17])[C:2]1[CH:7]=[CH:6][CH:5]=[CH:4][CH:3]=1.[C:19]1([C:25]([N:27]2[CH2:32][CH2:31][NH:30][CH2:29][CH2:28]2)=[O:26])[CH:24]=[CH:23][CH:22]=[CH:21][CH:20]=1.O. Product: [CH2:1]([NH:8][C:9]1[CH:14]=[C:13]([N:30]2[CH2:31][CH2:32][N:27]([C:25]([C:19]3[CH:20]=[CH:21][CH:22]=[CH:23][CH:24]=3)=[O:26])[CH2:28][CH2:29]2)[CH:12]=[CH:11][C:10]=1[N+:16]([O-:18])=[O:17])[C:2]1[CH:7]=[CH:6][CH:5]=[CH:4][CH:3]=1. The catalyst class is: 37.